The task is: Predict the reaction yield, written as a fraction of the theoretical maximum amount of product (1.0 means a 100% yield; for example, 0.34 means a 34% yield).. This data is from Reaction yield outcomes from USPTO patents with 853,638 reactions. (1) The reactants are CN(C)[CH:3]=[C:4]([C:10](=[O:39])[C:11]1[CH:16]=[C:15]([C:17]2[CH:18]=[N:19][C:20]([NH:32][C:33]([NH:35][CH2:36][CH3:37])=[O:34])=[CH:21][C:22]=2[C:23]2[S:24][CH:25]=[C:26]([C:28]([F:31])([F:30])[F:29])[N:27]=2)[CH:14]=[CH:13][C:12]=1F)[C:5]([O:7][CH2:8][CH3:9])=[O:6].[NH2:41][C@@H:42]([CH2:45][CH:46]([CH3:48])[CH3:47])[CH2:43][OH:44].C(=O)([O-])[O-].[K+].[K+].CN(C=O)C. The catalyst is C1COCC1. The product is [CH2:36]([NH:35][C:33](=[O:34])[NH:32][C:20]1[N:19]=[CH:18][C:17]([C:15]2[CH:16]=[C:11]3[C:12](=[CH:13][CH:14]=2)[N:41]([C@@H:42]([CH2:45][CH:46]([CH3:48])[CH3:47])[CH2:43][OH:44])[CH:3]=[C:4]([C:5]([O:7][CH2:8][CH3:9])=[O:6])[C:10]3=[O:39])=[C:22]([C:23]2[S:24][CH:25]=[C:26]([C:28]([F:29])([F:31])[F:30])[N:27]=2)[CH:21]=1)[CH3:37]. The yield is 0.440. (2) No catalyst specified. The product is [Cl:1][C:2]1[N:7]=[C:6]([F:8])[C:5]([O:9][CH2:16][O:13][CH3:10])=[CH:4][CH:3]=1. The reactants are [Cl:1][C:2]1[N:7]=[C:6]([F:8])[C:5]([OH:9])=[CH:4][CH:3]=1.[C:10]([O-:13])([O-])=O.[K+].[K+].[CH3:16]C(C)=O. The yield is 0.800. (3) The reactants are [N:1]1([CH2:7][C:8]([O:10]C)=O)[CH2:6][CH2:5][O:4][CH2:3][CH2:2]1.[NH2:12][NH2:13]. The catalyst is C(O)C. The product is [NH2:12][NH:13][C:8](=[O:10])[CH2:7][N:1]1[CH2:6][CH2:5][O:4][CH2:3][CH2:2]1. The yield is 1.00. (4) The reactants are [NH2:1][C@H:2]1[CH2:10][O:9][CH2:8][C@H:7]([O:11][CH2:12][C:13]2[CH:18]=[CH:17][CH:16]=[CH:15][CH:14]=2)[C@@H:6]([O:19][CH2:20][C:21]2[CH:26]=[CH:25][CH:24]=[CH:23][CH:22]=2)[CH2:5][O:4][C:3]1=[O:27].[OH:28][C:29]1[C:30]([C:37](O)=[O:38])=[N:31][CH:32]=[CH:33][C:34]=1[O:35][CH3:36].CN(C(ON1N=NC2C=CC=NC1=2)=[N+](C)C)C.F[P-](F)(F)(F)(F)F.CN1CCOCC1. The catalyst is C(Cl)Cl. The product is [CH2:12]([O:11][C@@H:7]1[C@@H:6]([O:19][CH2:20][C:21]2[CH:26]=[CH:25][CH:24]=[CH:23][CH:22]=2)[CH2:5][O:4][C:3](=[O:27])[C@@H:2]([NH:1][C:37](=[O:38])[C:30]2[C:29]([OH:28])=[C:34]([O:35][CH3:36])[CH:33]=[CH:32][N:31]=2)[CH2:10][O:9][CH2:8]1)[C:13]1[CH:18]=[CH:17][CH:16]=[CH:15][CH:14]=1. The yield is 0.480. (5) The reactants are [C:1]([C:5]1[CH:9]=[C:8]([C:10]([O:12]CC)=[O:11])[N:7]([CH2:15][CH3:16])[N:6]=1)([CH3:4])([CH3:3])[CH3:2].[OH-].[Li+]. The catalyst is C(O)C.O1CCOCC1.O.CCOC(C)=O.C(O)(=O)CC(CC(O)=O)(C(O)=O)O. The product is [C:1]([C:5]1[CH:9]=[C:8]([C:10]([OH:12])=[O:11])[N:7]([CH2:15][CH3:16])[N:6]=1)([CH3:4])([CH3:2])[CH3:3]. The yield is 0.980. (6) The reactants are O.[NH:2]1[C:6]([C:7]([OH:9])=[O:8])=[CH:5][C:4]([C:10]([OH:12])=O)=[N:3]1.[NH2:13][C@@H:14]([CH3:30])[CH2:15][N:16]1[CH:20]=[CH:19][C:18]([C:21]2[CH:28]=[CH:27][C:24]([C:25]#[N:26])=[C:23]([Cl:29])[CH:22]=2)=[N:17]1. No catalyst specified. The product is [Cl:29][C:23]1[CH:22]=[C:21]([C:18]2[CH:19]=[CH:20][N:16]([CH2:15][C@@H:14]([NH:13][C:10]([C:4]3[NH:3][N:2]=[C:6]([C:7]([OH:9])=[O:8])[CH:5]=3)=[O:12])[CH3:30])[N:17]=2)[CH:28]=[CH:27][C:24]=1[C:25]#[N:26]. The yield is 0.360. (7) The yield is 0.580. The product is [F:24][C:21]1[CH:22]=[CH:23][C:18]([C:13]2[C:12]([CH2:11][CH2:10][C:8]3[S:9][C:5]([C:3]([OH:4])=[O:2])=[CH:6][N:7]=3)=[C:16]([CH3:17])[O:15][N:14]=2)=[N:19][CH:20]=1. The reactants are C[O:2][C:3]([C:5]1[S:9][C:8]([CH2:10][CH2:11][C:12]2[C:13]([C:18]3[CH:23]=[CH:22][C:21]([F:24])=[CH:20][N:19]=3)=[N:14][O:15][C:16]=2[CH3:17])=[N:7][CH:6]=1)=[O:4].O.[OH-].[Li+]. The catalyst is C1COCC1.O. (8) The reactants are [CH:1]1([C:7]2[CH:8]=[C:9]([NH2:19])[CH:10]=[N:11][C:12]=2[O:13][CH2:14][C:15]([F:18])([F:17])[F:16])[CH2:6][CH2:5][CH2:4][CH2:3][CH2:2]1.[C:20](O)(=[O:27])[C:21]1[CH:26]=[CH:25][CH:24]=[CH:23][CH:22]=1. No catalyst specified. The product is [CH:1]1([C:7]2[CH:8]=[C:9]([NH:19][C:20](=[O:27])[C:21]3[CH:26]=[CH:25][CH:24]=[CH:23][CH:22]=3)[CH:10]=[N:11][C:12]=2[O:13][CH2:14][C:15]([F:16])([F:17])[F:18])[CH2:2][CH2:3][CH2:4][CH2:5][CH2:6]1. The yield is 0.435. (9) The reactants are [S:1]1[CH2:6][CH2:5]C(=O)[CH2:3][CH2:2]1.[CH:8](OC)([O:11][CH3:12])[O:9][CH3:10]. The catalyst is CO.O.C1(C)C=CC(S(O)(=O)=O)=CC=1.C[O-].[Na+]. The product is [CH3:10][O:9][C:8]1([O:11][CH3:12])[CH2:5][CH2:6][S:1][CH2:2][CH2:3]1. The yield is 0.990.